This data is from Catalyst prediction with 721,799 reactions and 888 catalyst types from USPTO. The task is: Predict which catalyst facilitates the given reaction. Reactant: [CH3:1][O:2][C:3]([C:5]1[N:10]=[CH:9][C:8]2[C:11](Br)=[C:12]([C:14]3[CH:19]=[CH:18][C:17]([F:20])=[CH:16][CH:15]=3)[S:13][C:7]=2[C:6]=1[OH:22])=[O:4].[F:23][C:24]1[CH:29]=[CH:28][C:27](B(O)O)=[CH:26][CH:25]=1.C[O-].[Na+]. Product: [CH3:1][O:2][C:3]([C:5]1[N:10]=[CH:9][C:8]2[C:11]([C:27]3[CH:28]=[CH:29][C:24]([F:23])=[CH:25][CH:26]=3)=[C:12]([C:14]3[CH:19]=[CH:18][C:17]([F:20])=[CH:16][CH:15]=3)[S:13][C:7]=2[C:6]=1[OH:22])=[O:4]. The catalyst class is: 660.